Dataset: Blood-brain barrier permeability classification from the B3DB database. Task: Regression/Classification. Given a drug SMILES string, predict its absorption, distribution, metabolism, or excretion properties. Task type varies by dataset: regression for continuous measurements (e.g., permeability, clearance, half-life) or binary classification for categorical outcomes (e.g., BBB penetration, CYP inhibition). Dataset: b3db_classification. (1) The drug is CC1(C)SC2C(NC(=O)C(N)c3ccccc3)C(=O)N2C1C(=O)OCOC(=O)C1N2C(=O)CC2S(=O)(=O)C1(C)C. The result is 0 (does not penetrate BBB). (2) The compound is CC[C@@H](C)[C@@H](C(=O)OC1CC[N+](C)(C)CC1)c1ccccc1. The result is 0 (does not penetrate BBB). (3) The molecule is CCCN(c1ccncc1)n1ccc2ccccc21. The result is 1 (penetrates BBB). (4) The compound is C/C=C/[C@@H](C)[C@@H](O)[C@H]1C(=O)N[C@@H](CC)C(=O)N(C)CC(=O)N(C)[C@@H](CC(C)C)C(=O)N[C@@H](C(C)C)C(=O)N(C)[C@@H](CC(C)C)C(=O)N[C@@H](C)C(=O)N[C@H](C)C(=O)N(C)[C@@H](CC(C)C)C(=O)N(C)[C@@H](CC(C)C)C(=O)N(C)[C@@H](CC(C)C)C(=O)N1C. The result is 1 (penetrates BBB). (5) The molecule is COc1ccc2c(c1)N(CC(C)CN(C)C)c1ccccc1S2. The result is 1 (penetrates BBB).